Predict the product of the given reaction. From a dataset of Forward reaction prediction with 1.9M reactions from USPTO patents (1976-2016). (1) Given the reactants I[C:2]1[CH:3]=[CH:4][C:5]([N:8]2[CH2:13][CH2:12][N:11]([C:14]([C:16]3[CH:21]=[CH:20][CH:19]=[CH:18][C:17]=3[C:22]([F:25])([F:24])[F:23])=[O:15])[CH2:10][CH2:9]2)=[N:6][CH:7]=1.[CH3:26][C:27]([CH3:31])([CH3:30])[C:28]#[CH:29].[K+].[Br-], predict the reaction product. The product is: [CH3:26][C:27]([CH3:31])([CH3:30])[C:28]#[C:29][C:2]1[CH:3]=[CH:4][C:5]([N:8]2[CH2:13][CH2:12][N:11]([C:14]([C:16]3[CH:21]=[CH:20][CH:19]=[CH:18][C:17]=3[C:22]([F:25])([F:24])[F:23])=[O:15])[CH2:10][CH2:9]2)=[N:6][CH:7]=1. (2) Given the reactants Cl.Cl.[NH:3]([C:5]1[C:14]2[C:9](=[CH:10][CH:11]=[CH:12][CH:13]=2)[N:8]=[C:7]([CH3:15])[N:6]=1)[NH2:4].C(N(CC)CC)C.[CH3:23][C:24]1[CH:29]=[C:28]([C:30]([CH3:32])=O)[CH:27]=[CH:26][CH:25]=1, predict the reaction product. The product is: [CH3:15][C:7]1[N:6]=[C:5]([NH:3][N:4]=[C:30]([C:28]2[CH:29]=[C:24]([CH3:23])[CH:25]=[CH:26][CH:27]=2)[CH3:32])[C:14]2[C:9](=[CH:10][CH:11]=[CH:12][CH:13]=2)[N:8]=1. (3) Given the reactants F[C:2]1[CH:7]=[CH:6][N:5]2[C:8]([C:11]([NH:13][C:14]3[CH:22]=[CH:21][CH:20]=[C:19]4[C:15]=3[C:16]([CH2:31][CH3:32])=[N:17][N:18]4[CH2:23][C:24]3[CH:29]=[CH:28][CH:27]=[C:26]([CH3:30])[N:25]=3)=[O:12])=[CH:9][N:10]=[C:4]2[CH:3]=1.[SH:33][CH2:34][CH2:35][NH:36][C:37](=[O:39])[CH3:38].CC(C)([O-])C.[K+], predict the reaction product. The product is: [C:37]([NH:36][CH2:35][CH2:34][S:33][C:2]1[CH:7]=[CH:6][N:5]2[C:8]([C:11]([NH:13][C:14]3[CH:22]=[CH:21][CH:20]=[C:19]4[C:15]=3[C:16]([CH2:31][CH3:32])=[N:17][N:18]4[CH2:23][C:24]3[CH:29]=[CH:28][CH:27]=[C:26]([CH3:30])[N:25]=3)=[O:12])=[CH:9][N:10]=[C:4]2[CH:3]=1)(=[O:39])[CH3:38]. (4) Given the reactants [NH2:1][C:2]1[N:7]=[C:6]([C:8]2O[CH:10]=[CH:11][CH:12]=2)[C:5]([C:13]#[N:14])=[C:4](S(C)(=O)=O)[N:3]=1.[NH2:19][CH2:20][CH2:21][N:22]1[CH2:27][CH2:26][O:25][CH2:24][CH2:23]1.CO[CH2:30][CH2:31]OC, predict the reaction product. The product is: [NH2:1][C:2]1[N:3]=[C:4]([NH:19][CH2:20][CH2:21][N:22]2[CH2:27][CH2:26][O:25][CH2:24][CH2:23]2)[C:5]([C:13]#[N:14])=[C:6]([C:8]2[CH:31]=[CH:30][CH:10]=[CH:11][CH:12]=2)[N:7]=1. (5) Given the reactants [CH:1]1([CH2:4][C:5]([NH:13][C:14]([C:16]2[CH:21]=[C:20]([O:22][C@@H:23]([CH3:28])[C:24]([F:27])([F:26])[F:25])[C:19](Br)=[CH:18][N:17]=2)=[O:15])([CH3:12])[C:6]2[N:10]=[C:9]([CH3:11])[O:8][N:7]=2)[CH2:3][CH2:2]1.[CH:30]1(B(O)O)[CH2:32][CH2:31]1.C(=O)([O-])[O-].[Na+].[Na+], predict the reaction product. The product is: [CH:1]1([CH2:4][C:5]([NH:13][C:14]([C:16]2[CH:21]=[C:20]([O:22][C@@H:23]([CH3:28])[C:24]([F:27])([F:26])[F:25])[C:19]([CH:30]3[CH2:32][CH2:31]3)=[CH:18][N:17]=2)=[O:15])([CH3:12])[C:6]2[N:10]=[C:9]([CH3:11])[O:8][N:7]=2)[CH2:3][CH2:2]1. (6) Given the reactants [C:1]([O:5][CH:6]([C:11]1[C:12]([C:25]2[CH:30]=[CH:29][CH:28]=[CH:27][CH:26]=2)=[C:13]2[C:20]([CH3:21])=[C:19]([CH3:22])[N:18]([CH2:23][CH3:24])[C:14]2=[N:15][C:16]=1[CH3:17])[C:7]([O:9][CH3:10])=[O:8])([CH3:4])([CH3:3])[CH3:2].[CH3:31][O:32]C1C=CC(B(O)O)=CC=1.C(=O)(O)[O-].[Na+], predict the reaction product. The product is: [C:1]([O:5][CH:6]([C:11]1[C:12]([C:25]2[CH:30]=[CH:29][C:28]([O:32][CH3:31])=[CH:27][CH:26]=2)=[C:13]2[C:20]([CH3:21])=[C:19]([CH3:22])[N:18]([CH2:23][CH3:24])[C:14]2=[N:15][C:16]=1[CH3:17])[C:7]([O:9][CH3:10])=[O:8])([CH3:2])([CH3:3])[CH3:4]. (7) Given the reactants [Br:1][C:2]1[CH:3]=[N:4][CH:5]=[C:6]([C:10]=1[CH3:11])[C:7]([OH:9])=[O:8].[CH2:12](O)[CH3:13].CCN=C=NCCCN(C)C.OP([O-])(O)=O.[K+], predict the reaction product. The product is: [Br:1][C:2]1[CH:3]=[N:4][CH:5]=[C:6]([C:10]=1[CH3:11])[C:7]([O:9][CH2:12][CH3:13])=[O:8].